Binary Classification. Given a drug SMILES string, predict its activity (active/inactive) in a high-throughput screening assay against a specified biological target. From a dataset of Serine/threonine kinase 33 screen with 319,792 compounds. (1) The molecule is S(=O)(=O)(N1CCCc2c1cccc2)c1c(OC)ccc(c1)C(OCC(=O)NCC1OCCC1)=O. The result is 0 (inactive). (2) The molecule is S(c1n2c(CCCCC2)c2c(n1)nn(c2=O)c1ccccc1)CC(=O)NC. The result is 0 (inactive).